Dataset: Forward reaction prediction with 1.9M reactions from USPTO patents (1976-2016). Task: Predict the product of the given reaction. (1) The product is: [Cl:1][C:2]1[S:6][C:5]([C:7]([NH:9][CH2:10][C:11]2[CH:12]=[N:13][N:14]([C:16]3[CH:21]=[CH:20][C:19]([N:25]4[CH:26]=[CH:27][CH:28]=[CH:29][C:24]4=[O:23])=[CH:18][CH:17]=3)[CH:15]=2)=[O:8])=[CH:4][CH:3]=1. Given the reactants [Cl:1][C:2]1[S:6][C:5]([C:7]([NH:9][CH2:10][C:11]2[CH:12]=[N:13][N:14]([C:16]3[CH:21]=[CH:20][C:19](I)=[CH:18][CH:17]=3)[CH:15]=2)=[O:8])=[CH:4][CH:3]=1.[OH:23][C:24]1[CH:29]=[CH:28][CH:27]=[CH:26][N:25]=1.OC1C=CC=C2C=1N=CC=C2.C([O-])([O-])=O.[K+].[K+], predict the reaction product. (2) The product is: [F:18][C:13]1[CH:12]=[C:11]([CH2:10][C@@H:9]([NH:8][C:6](=[O:7])[O:5][C:1]([CH3:2])([CH3:3])[CH3:4])[C:19]([N:56]2[CH2:57][CH2:58][CH:53]([N:44]3[N:43]=[C:42]([C:36]4[CH:37]=[CH:38][C:39]([O:40][CH3:41])=[C:34]([O:33][CH3:32])[CH:35]=4)[C@@H:51]4[C@@H:46]([CH2:47][CH2:48][CH2:49][CH2:50]4)[C:45]3=[O:52])[CH2:54][CH2:55]2)=[O:21])[CH:16]=[CH:15][C:14]=1[F:17]. Given the reactants [C:1]([O:5][C:6]([NH:8][C@@H:9]([C:19]([OH:21])=O)[CH2:10][C:11]1[CH:16]=[CH:15][C:14]([F:17])=[C:13]([F:18])[CH:12]=1)=[O:7])([CH3:4])([CH3:3])[CH3:2].CCN(C(C)C)C(C)C.Cl.[CH3:32][O:33][C:34]1[CH:35]=[C:36]([C:42]2[C@@H:51]3[C@@H:46]([CH2:47][CH2:48][CH2:49][CH2:50]3)[C:45](=[O:52])[N:44]([CH:53]3[CH2:58][CH2:57][NH:56][CH2:55][CH2:54]3)[N:43]=2)[CH:37]=[CH:38][C:39]=1[O:40][CH3:41].CCOC(C(C#N)=NOC(N1CCOCC1)=[N+](C)C)=O.F[P-](F)(F)(F)(F)F.C(=O)(O)[O-].[Na+], predict the reaction product.